This data is from NCI-60 drug combinations with 297,098 pairs across 59 cell lines. The task is: Regression. Given two drug SMILES strings and cell line genomic features, predict the synergy score measuring deviation from expected non-interaction effect. (1) Drug 1: CN1CCC(CC1)COC2=C(C=C3C(=C2)N=CN=C3NC4=C(C=C(C=C4)Br)F)OC. Drug 2: CCCS(=O)(=O)NC1=C(C(=C(C=C1)F)C(=O)C2=CNC3=C2C=C(C=N3)C4=CC=C(C=C4)Cl)F. Cell line: UACC-257. Synergy scores: CSS=48.8, Synergy_ZIP=-0.641, Synergy_Bliss=0.0767, Synergy_Loewe=-9.46, Synergy_HSA=0.777. (2) Drug 1: C(CC(=O)O)C(=O)CN.Cl. Synergy scores: CSS=0.831, Synergy_ZIP=-2.10, Synergy_Bliss=-3.96, Synergy_Loewe=-2.42, Synergy_HSA=-2.53. Cell line: SW-620. Drug 2: C1C(C(OC1N2C=NC3=C2NC=NCC3O)CO)O. (3) Drug 1: CC1=C2C(C(=O)C3(C(CC4C(C3C(C(C2(C)C)(CC1OC(=O)C(C(C5=CC=CC=C5)NC(=O)OC(C)(C)C)O)O)OC(=O)C6=CC=CC=C6)(CO4)OC(=O)C)OC)C)OC. Drug 2: C(CCl)NC(=O)N(CCCl)N=O. Cell line: DU-145. Synergy scores: CSS=67.3, Synergy_ZIP=15.7, Synergy_Bliss=16.4, Synergy_Loewe=-27.0, Synergy_HSA=14.6. (4) Drug 1: C1=CC(=C2C(=C1NCCNCCO)C(=O)C3=C(C=CC(=C3C2=O)O)O)NCCNCCO. Drug 2: CCC1(C2=C(COC1=O)C(=O)N3CC4=CC5=C(C=CC(=C5CN(C)C)O)N=C4C3=C2)O.Cl. Cell line: PC-3. Synergy scores: CSS=22.3, Synergy_ZIP=-11.1, Synergy_Bliss=-3.44, Synergy_Loewe=-0.616, Synergy_HSA=0.592. (5) Drug 1: CC1C(C(CC(O1)OC2CC(CC3=C2C(=C4C(=C3O)C(=O)C5=C(C4=O)C(=CC=C5)OC)O)(C(=O)CO)O)N)O.Cl. Drug 2: C1CCN(CC1)CCOC2=CC=C(C=C2)C(=O)C3=C(SC4=C3C=CC(=C4)O)C5=CC=C(C=C5)O. Cell line: NCI-H322M. Synergy scores: CSS=0.185, Synergy_ZIP=0.276, Synergy_Bliss=0.643, Synergy_Loewe=0.0262, Synergy_HSA=0.228. (6) Drug 1: C1CC(=O)NC(=O)C1N2CC3=C(C2=O)C=CC=C3N. Drug 2: CC1=CC2C(CCC3(C2CCC3(C(=O)C)OC(=O)C)C)C4(C1=CC(=O)CC4)C. Cell line: SF-295. Synergy scores: CSS=-2.97, Synergy_ZIP=-1.16, Synergy_Bliss=-6.57, Synergy_Loewe=-9.71, Synergy_HSA=-9.26.